Dataset: Reaction yield outcomes from USPTO patents with 853,638 reactions. Task: Predict the reaction yield, written as a fraction of the theoretical maximum amount of product (1.0 means a 100% yield; for example, 0.34 means a 34% yield). (1) The reactants are Cl.S([O-])([O-])(=O)=O.[Mg+2].O=C[C@@H]([C@H]([C@@H]([C@@H](CO)O)O)O)O.[OH-].[Na+].[Cl:22][C:23]1[C:28]([F:29])=[CH:27][CH:26]=[C:25]([Cl:30])[C:24]=1[C:31](=[O:33])[CH3:32]. The catalyst is N(CCO)(CCO)CCO.O. The product is [Cl:22][C:23]1[C:28]([F:29])=[CH:27][CH:26]=[C:25]([Cl:30])[C:24]=1[C@@H:31]([OH:33])[CH3:32]. The yield is 0.940. (2) The reactants are [CH:1]1([CH2:4][C@H:5]([NH:19][C:20]([C@@H:22]2[CH2:25][CH2:24][N:23]2C(OC(C)(C)C)=O)=[O:21])/[CH:6]=[CH:7]/[C:8]([N:10]2[C:18]3[C:13](=[CH:14][CH:15]=[CH:16][CH:17]=3)[CH2:12][CH2:11]2)=[O:9])[CH2:3][CH2:2]1.[C:33]([OH:39])([C:35]([F:38])([F:37])[F:36])=[O:34]. The catalyst is C(Cl)Cl. The product is [F:36][C:35]([F:38])([F:37])[C:33]([OH:39])=[O:34].[CH:1]1([CH2:4][C@H:5]([NH:19][C:20]([C@@H:22]2[CH2:25][CH2:24][NH:23]2)=[O:21])/[CH:6]=[CH:7]/[C:8]([N:10]2[C:18]3[C:13](=[CH:14][CH:15]=[CH:16][CH:17]=3)[CH2:12][CH2:11]2)=[O:9])[CH2:3][CH2:2]1. The yield is 0.520.